Dataset: Full USPTO retrosynthesis dataset with 1.9M reactions from patents (1976-2016). Task: Predict the reactants needed to synthesize the given product. (1) The reactants are: [P:1]([O:13][CH2:14][O:15][C:16]1[CH:21]=[CH:20][C:19]([CH2:22][N:23]([CH2:32][CH:33]2[CH2:36][CH2:35][CH2:34]2)[C:24]([C:26]2[NH:30][N:29]=[C:28]([Cl:31])[CH:27]=2)=[O:25])=[C:18]([F:37])[CH:17]=1)([O:8]C(C)(C)C)([O:3]C(C)(C)C)=[O:2].C(O)(C(F)(F)F)=O.[SiH](CC)(CC)CC. Given the product [P:1]([OH:8])([OH:3])([O:13][CH2:14][O:15][C:16]1[CH:21]=[CH:20][C:19]([CH2:22][N:23]([CH2:32][CH:33]2[CH2:34][CH2:35][CH2:36]2)[C:24]([C:26]2[NH:30][N:29]=[C:28]([Cl:31])[CH:27]=2)=[O:25])=[C:18]([F:37])[CH:17]=1)=[O:2], predict the reactants needed to synthesize it. (2) The reactants are: [C:1]([C:3]1[CH:14]=[CH:13][C:6]([CH2:7][CH:8]([C:11]#[N:12])[C:9]#[N:10])=[CH:5][CH:4]=1)#[N:2].[H-].[Na+].Br[CH2:18][CH:19]1[CH2:21][C:20]1([Cl:23])[Cl:22]. Given the product [C:1]([C:3]1[CH:14]=[CH:13][C:6]([CH2:7][C:8]([CH2:18][CH:19]2[CH2:21][C:20]2([Cl:23])[Cl:22])([C:11]#[N:12])[C:9]#[N:10])=[CH:5][CH:4]=1)#[N:2], predict the reactants needed to synthesize it. (3) Given the product [Cl:1][C:2]1[CH:3]=[C:4]2[C:9]3[CH:14]=[CH:13][CH:12]=[CH:11][C:10]=3[S:15][C:5]2=[N:6][CH:7]=1, predict the reactants needed to synthesize it. The reactants are: [Cl:1][C:2]1[CH:3]=[C:4]([C:9]2[CH:14]=[CH:13][CH:12]=[CH:11][C:10]=2[S:15]C)[C:5](N)=[N:6][CH:7]=1.N(OC(C)(C)C)=O.